From a dataset of Peptide-MHC class II binding affinity with 134,281 pairs from IEDB. Regression. Given a peptide amino acid sequence and an MHC pseudo amino acid sequence, predict their binding affinity value. This is MHC class II binding data. (1) The peptide sequence is GILQAYDLRDAPETP. The binding affinity (normalized) is 0.532. The MHC is DRB1_1501 with pseudo-sequence DRB1_1501. (2) The peptide sequence is GPLQIVDKIDAAFKI. The MHC is DRB5_0101 with pseudo-sequence DRB5_0101. The binding affinity (normalized) is 0.606. (3) The binding affinity (normalized) is 0.754. The peptide sequence is LVSLTCSNTILTLTV. The MHC is DRB1_0701 with pseudo-sequence DRB1_0701. (4) The peptide sequence is EVITKLGERKILRPRWI. The MHC is DRB1_0101 with pseudo-sequence DRB1_0101. The binding affinity (normalized) is 0.0446. (5) The binding affinity (normalized) is 0.889. The MHC is HLA-DPA10201-DPB11401 with pseudo-sequence HLA-DPA10201-DPB11401. The peptide sequence is EKKYFYATQFEPLAA.